This data is from Forward reaction prediction with 1.9M reactions from USPTO patents (1976-2016). The task is: Predict the product of the given reaction. (1) Given the reactants Cl.Cl.[Cl:3][C:4]1[CH:5]=[C:6]([N:11]2[CH2:16][CH2:15][N:14]([C:17]([CH:19]3[CH2:24][NH:23][CH2:22][CH2:21][NH:20]3)=[O:18])[CH2:13][CH2:12]2)[CH:7]=[CH:8][C:9]=1[Cl:10].C(N(CC)C(C)C)(C)C.[CH:34](=O)[C:35]1[CH:40]=[CH:39][CH:38]=[CH:37][CH:36]=1.C(O[BH-](OC(=O)C)OC(=O)C)(=O)C.[Na+], predict the reaction product. The product is: [CH2:34]([N:23]1[CH2:22][CH2:21][NH:20][CH:19]([C:17]([N:14]2[CH2:13][CH2:12][N:11]([C:6]3[CH:7]=[CH:8][C:9]([Cl:10])=[C:4]([Cl:3])[CH:5]=3)[CH2:16][CH2:15]2)=[O:18])[CH2:24]1)[C:35]1[CH:40]=[CH:39][CH:38]=[CH:37][CH:36]=1. (2) Given the reactants [Cl:1][C:2]1[CH:3]=[C:4]([NH:9][C:10]2[N:15]=[C:14]([NH:16][CH3:17])[C:13]([NH:18][C:19]([N:21]([CH2:23][CH2:24]O)[CH3:22])=[O:20])=[CH:12][N:11]=2)[CH:5]=[CH:6][C:7]=1[Cl:8].C1(P(C2C=CC=CC=2)C2C=CC=CC=2)C=CC=CC=1.N(C(OCC)=O)=NC(OCC)=O, predict the reaction product. The product is: [Cl:1][C:2]1[CH:3]=[C:4]([NH:9][C:10]2[N:15]=[C:14]([NH:16][CH3:17])[C:13]([N:18]3[CH2:24][CH2:23][N:21]([CH3:22])[C:19]3=[O:20])=[CH:12][N:11]=2)[CH:5]=[CH:6][C:7]=1[Cl:8]. (3) Given the reactants [CH3:1][N:2]([CH3:36])[C:3]1[CH:4]=[C:5]([CH:33]=[CH:34][CH:35]=1)[CH2:6][O:7][CH2:8][CH2:9][O:10][CH2:11][CH2:12][CH2:13][CH2:14][CH2:15][CH2:16][NH:17][CH2:18][C@@H:19]([C:21]1[CH:32]=[CH:31][C:24]2[O:25][C:26]([CH3:30])([CH3:29])[O:27][CH2:28][C:23]=2[CH:22]=1)[OH:20].C(N(C(C)C)CC)(C)C.Cl[C:47]([O:49][CH2:50][C:51]1[CH:56]=[CH:55][CH:54]=[CH:53][CH:52]=1)=[O:48].C(=O)(O)[O-].[Na+], predict the reaction product. The product is: [NH3:2].[CH3:36][N:2]([CH3:1])[C:3]1[CH:4]=[C:5]([CH:33]=[CH:34][CH:35]=1)[CH2:6][O:7][CH2:8][CH2:9][O:10][CH2:11][CH2:12][CH2:13][CH2:14][CH2:15][CH2:16][N:17]([CH2:18][C@@H:19]([C:21]1[CH:32]=[CH:31][C:24]2[O:25][C:26]([CH3:29])([CH3:30])[O:27][CH2:28][C:23]=2[CH:22]=1)[OH:20])[C:47](=[O:48])[O:49][CH2:50][C:51]1[CH:56]=[CH:55][CH:54]=[CH:53][CH:52]=1. (4) Given the reactants [NH2:1][C:2]1[O:6][N:5]=[C:4]([CH3:7])[C:3]=1[CH3:8].N1C=CC=CC=1.Cl[C:16]([O:18][CH2:19][C:20]([Cl:23])([Cl:22])[Cl:21])=[O:17].O, predict the reaction product. The product is: [CH3:7][C:4]1[C:3]([CH3:8])=[C:2]([NH:1][C:16](=[O:17])[O:18][CH2:19][C:20]([Cl:23])([Cl:22])[Cl:21])[O:6][N:5]=1.